From a dataset of Full USPTO retrosynthesis dataset with 1.9M reactions from patents (1976-2016). Predict the reactants needed to synthesize the given product. The reactants are: Br[CH:2]=[CH:3]Br.[O:5]1[CH2:10][CH2:9][N:8]([CH2:11][CH2:12][CH2:13][NH2:14])[CH2:7][CH2:6]1.[Cl:15][C:16]1[CH:21]=[CH:20][C:19]([C@@H:22]2[C@:24]3([C:32]4[C:27](=[CH:28][CH:29]=[CH:30][CH:31]=4)[NH:26][C:25]3=[O:33])[CH2:23]2)=[CH:18][CH:17]=1. Given the product [Cl:15][C:16]1[CH:17]=[CH:18][C:19]([C@H:22]2[C@@:24]3([C:32]4[C:27](=[CH:28][CH:29]=[CH:30][CH:31]=4)[N:26]([CH2:2][CH2:3][NH:14][CH2:13][CH2:12][CH2:11][N:8]4[CH2:9][CH2:10][O:5][CH2:6][CH2:7]4)[C:25]3=[O:33])[CH2:23]2)=[CH:20][CH:21]=1, predict the reactants needed to synthesize it.